Dataset: Full USPTO retrosynthesis dataset with 1.9M reactions from patents (1976-2016). Task: Predict the reactants needed to synthesize the given product. (1) Given the product [F:34][C:32]1[CH:31]=[C:30]2[C:26]([CH:27]=[CH:28][N:29]2[S:35]([C:38]2[CH:39]=[CH:40][C:41]([N+:44]([O-:46])=[O:45])=[CH:42][CH:43]=2)(=[O:36])=[O:37])=[C:25]([C:16]2[CH:15]=[C:14]([NH2:23])[C:13]3[CH:12]=[N:11][N:10]([S:7]([C:1]4[CH:6]=[CH:5][CH:4]=[CH:3][CH:2]=4)(=[O:9])=[O:8])[C:18]=3[CH:17]=2)[CH:33]=1, predict the reactants needed to synthesize it. The reactants are: [C:1]1([S:7]([N:10]2[C:18]3[CH:17]=[C:16]([Sn](C)(C)C)[CH:15]=[C:14]([NH2:23])[C:13]=3[CH:12]=[N:11]2)(=[O:9])=[O:8])[CH:6]=[CH:5][CH:4]=[CH:3][CH:2]=1.Br[C:25]1[CH:33]=[C:32]([F:34])[CH:31]=[C:30]2[C:26]=1[CH:27]=[CH:28][N:29]2[S:35]([C:38]1[CH:43]=[CH:42][C:41]([N+:44]([O-:46])=[O:45])=[CH:40][CH:39]=1)(=[O:37])=[O:36]. (2) Given the product [F:20][C:17]1[CH:18]=[CH:19][C:14]([C@@H:12]([NH:11][C:4]2[CH:5]=[C:6]([C:8](=[O:10])[CH3:9])[CH:7]=[C:2]([NH:21][C:22]3[CH:27]=[N:26][CH:25]=[CH:24][N:23]=3)[N:3]=2)[CH3:13])=[CH:15][CH:16]=1, predict the reactants needed to synthesize it. The reactants are: Cl[C:2]1[CH:7]=[C:6]([C:8](=[O:10])[CH3:9])[CH:5]=[C:4]([NH:11][C@H:12]([C:14]2[CH:19]=[CH:18][C:17]([F:20])=[CH:16][CH:15]=2)[CH3:13])[N:3]=1.[NH2:21][C:22]1[CH:27]=[N:26][CH:25]=[CH:24][N:23]=1.C1(P(C2CCCCC2)C2C=CC=CC=2C2C(C(C)C)=CC(C(C)C)=CC=2C(C)C)CCCCC1.CC(C)([O-])C.[Na+]. (3) The reactants are: [CH:1]1([S:4]([C:7]2[CH:8]=[C:9]([NH:15][C:16]3[N:21]=[C:20]([O:22][C:23]4[C:32]5[C:27](=[CH:28][CH:29]=[CH:30][CH:31]=5)[C:26]([NH:33]C(=O)OC(C)(C)C)=[CH:25][CH:24]=4)[CH:19]=[CH:18][N:17]=3)[CH:10]=[C:11]([O:13][CH3:14])[CH:12]=2)(=[O:6])=[O:5])[CH2:3][CH2:2]1.C(O)(C(F)(F)F)=O. Given the product [NH2:33][C:26]1[C:27]2[C:32](=[CH:31][CH:30]=[CH:29][CH:28]=2)[C:23]([O:22][C:20]2[CH:19]=[CH:18][N:17]=[C:16]([NH:15][C:9]3[CH:10]=[C:11]([O:13][CH3:14])[CH:12]=[C:7]([S:4]([CH:1]4[CH2:2][CH2:3]4)(=[O:5])=[O:6])[CH:8]=3)[N:21]=2)=[CH:24][CH:25]=1, predict the reactants needed to synthesize it. (4) Given the product [CH2:1]([O:5][CH2:6][CH2:7][O:8][C:9]1[CH:10]=[CH:11][C:12]([C:15]2[CH:20]=[CH:19][C:18]([N:21]3[CH2:26][CH2:25][CH:24]([CH3:27])[CH2:23][CH2:22]3)=[C:17](/[CH:28]=[CH:29]/[C:30]([NH:54][C:53]3[CH:55]=[CH:56][C:50]([S@:48]([CH2:47][C:46]4[N:42]([CH2:39][CH2:40][CH3:41])[CH:43]=[N:44][CH:45]=4)=[O:49])=[CH:51][CH:52]=3)=[O:31])[CH:16]=2)=[CH:13][CH:14]=1)[CH2:2][CH2:3][CH3:4], predict the reactants needed to synthesize it. The reactants are: [CH2:1]([O:5][CH2:6][CH2:7][O:8][C:9]1[CH:14]=[CH:13][C:12]([C:15]2[CH:20]=[CH:19][C:18]([N:21]3[CH2:26][CH2:25][CH:24]([CH3:27])[CH2:23][CH2:22]3)=[C:17](/[CH:28]=[CH:29]/[C:30](O)=[O:31])[CH:16]=2)=[CH:11][CH:10]=1)[CH2:2][CH2:3][CH3:4].C(Cl)(=O)C(Cl)=O.[CH2:39]([N:42]1[C:46]([CH2:47][S@@:48]([C:50]2[CH:56]=[CH:55][C:53]([NH2:54])=[CH:52][CH:51]=2)=[O:49])=[CH:45][N:44]=[CH:43]1)[CH2:40][CH3:41].C(N(CC)CC)C. (5) Given the product [CH3:8][C:6]1[CH:5]=[CH:4][N:3]=[C:2]([B:18]([OH:23])[OH:19])[CH:7]=1, predict the reactants needed to synthesize it. The reactants are: Br[C:2]1[CH:7]=[C:6]([CH3:8])[CH:5]=[CH:4][N:3]=1.C([Mg]Br)C.O1CCCC1.[B:18](OC(C)C)([O:23]C(C)C)[O:19]C(C)C. (6) Given the product [CH3:29][C:30]1([OH:37])[CH2:36][CH2:35][CH2:34][N:33]([CH2:2][C:3]2[N:4]([CH3:28])[C:5]3[C:10]([N:11]=2)=[C:9]([N:12]2[CH2:17][CH2:16][O:15][CH2:14][CH2:13]2)[N:8]=[C:7]([N:18]2[C:22]4[CH:23]=[CH:24][CH:25]=[CH:26][C:21]=4[N:20]=[C:19]2[CH3:27])[N:6]=3)[CH2:32][CH2:31]1, predict the reactants needed to synthesize it. The reactants are: Br[CH2:2][C:3]1[N:4]([CH3:28])[C:5]2[C:10]([N:11]=1)=[C:9]([N:12]1[CH2:17][CH2:16][O:15][CH2:14][CH2:13]1)[N:8]=[C:7]([N:18]1[C:22]3[CH:23]=[CH:24][CH:25]=[CH:26][C:21]=3[N:20]=[C:19]1[CH3:27])[N:6]=2.[CH3:29][C:30]1([OH:37])[CH2:36][CH2:35][CH2:34][NH:33][CH2:32][CH2:31]1. (7) Given the product [CH3:1][NH:2][CH:10]1[CH2:11][CH2:12][CH:13]([O:16][C:17]2[C:28]3[C:27]4[C@@H:26]([CH2:29][CH2:30][C:31]5[O:32][CH:33]=[CH:34][N:35]=5)[CH2:25][CH2:24][C:23]=4[S:22][C:21]=3[N:20]=[CH:19][N:18]=2)[CH2:14][CH2:15]1, predict the reactants needed to synthesize it. The reactants are: [CH3:1][N:2]([CH:10]1[CH2:15][CH2:14][CH:13]([O:16][C:17]2[C:28]3[C:27]4[C@@H:26]([CH2:29][CH2:30][C:31]5[O:32][CH:33]=[CH:34][N:35]=5)[CH2:25][CH2:24][C:23]=4[S:22][C:21]=3[N:20]=[CH:19][N:18]=2)[CH2:12][CH2:11]1)C(=O)OC(C)(C)C.Cl.